From a dataset of NCI-60 drug combinations with 297,098 pairs across 59 cell lines. Regression. Given two drug SMILES strings and cell line genomic features, predict the synergy score measuring deviation from expected non-interaction effect. Drug 1: C1=CC=C(C(=C1)C(C2=CC=C(C=C2)Cl)C(Cl)Cl)Cl. Drug 2: CN(C(=O)NC(C=O)C(C(C(CO)O)O)O)N=O. Cell line: RPMI-8226. Synergy scores: CSS=0.329, Synergy_ZIP=-0.0877, Synergy_Bliss=-0.613, Synergy_Loewe=-5.32, Synergy_HSA=-5.48.